From a dataset of Catalyst prediction with 721,799 reactions and 888 catalyst types from USPTO. Predict which catalyst facilitates the given reaction. (1) Reactant: [Cl:1][C:2]1[CH:3]=[C:4]([N:9]2[CH2:14][CH2:13][S:12][C:11](=[CH:15][C:16]3[CH:21]=[CH:20][CH:19]=[CH:18][C:17]=3[N:22]3[CH2:27][CH2:26][N:25](C)[CH2:24][CH2:23]3)[C:10]2=[O:29])[CH:5]=[CH:6][C:7]=1[Cl:8].ClC(OC(Cl)C)=O. Product: [Cl:1][C:2]1[CH:3]=[C:4]([N:9]2[CH2:14][CH2:13][S:12][C:11](=[CH:15][C:16]3[CH:21]=[CH:20][CH:19]=[CH:18][C:17]=3[N:22]3[CH2:27][CH2:26][NH:25][CH2:24][CH2:23]3)[C:10]2=[O:29])[CH:5]=[CH:6][C:7]=1[Cl:8]. The catalyst class is: 26. (2) Reactant: [Cl:1][C:2]1[CH:29]=[CH:28][C:5]([CH2:6][NH:7][C:8](=[O:27])[CH2:9][C@@H:10]2[CH2:21]C=CC[CH2:17][C:16](=[O:22])[O:15][CH2:14][C@@H:13]3[CH2:23][CH2:24][CH2:25][N:12]3[C:11]2=[O:26])=[CH:4][CH:3]=1.C[N+]1([O-])CC[O:34]CC1.S([O-])([O-])=O.[Na+].[Na+].[CH3:44][C:45]([OH:48])([CH3:47])C.C1COCC1.O. Product: [Cl:1][C:2]1[CH:29]=[CH:28][C:5]([CH2:6][NH:7][C:8](=[O:27])[CH2:9][C@@H:10]2[CH2:21][C@H:44]([OH:34])[C@@H:45]([OH:48])[CH2:47][CH2:17][C:16](=[O:22])[O:15][CH2:14][C@@H:13]3[CH2:23][CH2:24][CH2:25][N:12]3[C:11]2=[O:26])=[CH:4][CH:3]=1. The catalyst class is: 771.